This data is from Catalyst prediction with 721,799 reactions and 888 catalyst types from USPTO. The task is: Predict which catalyst facilitates the given reaction. (1) Reactant: Br.[Cl:2][C:3]1[C:4]([O:24]C)=[N:5][C:6](/[C:9](/[C:16]2[CH:21]=[CH:20][C:19]([S:22][CH3:23])=[CH:18][CH:17]=2)=[CH:10]/[CH:11]2[CH2:15][CH2:14][CH2:13][CH2:12]2)=[CH:7][CH:8]=1.O. Product: [Cl:2][C:3]1[C:4](=[O:24])[NH:5][C:6](/[C:9](/[C:16]2[CH:21]=[CH:20][C:19]([S:22][CH3:23])=[CH:18][CH:17]=2)=[CH:10]/[CH:11]2[CH2:15][CH2:14][CH2:13][CH2:12]2)=[CH:7][CH:8]=1. The catalyst class is: 12. (2) Reactant: C(OC([N:8]1[CH2:12][C@@H:11]([NH:13][C:14]([O:16][CH2:17][CH:18]2[C:30]3[CH:29]=[CH:28][CH:27]=[CH:26][C:25]=3[C:24]3[C:19]2=[CH:20][CH:21]=[CH:22][CH:23]=3)=[O:15])[CH2:10][C@H:9]1[C:31]([O:33][CH2:34][C:35]1[CH:40]=[CH:39][CH:38]=[CH:37][CH:36]=1)=[O:32])=O)(C)(C)C.C(O)(C(F)(F)F)=O. Product: [CH2:34]([O:33][C:31]([C@@H:9]1[CH2:10][C@H:11]([NH:13][C:14]([O:16][CH2:17][CH:18]2[C:30]3[CH:29]=[CH:28][CH:27]=[CH:26][C:25]=3[C:24]3[C:19]2=[CH:20][CH:21]=[CH:22][CH:23]=3)=[O:15])[CH2:12][NH:8]1)=[O:32])[C:35]1[CH:36]=[CH:37][CH:38]=[CH:39][CH:40]=1. The catalyst class is: 2. (3) The catalyst class is: 51. Product: [F:1][C:2]1[CH:11]=[C:10]2[C:5]([CH:6]=[C:7]([C@@H:18]([NH:20][C:22]3[N:30]=[CH:29][N:28]=[C:27]4[C:23]=3[N:24]=[CH:25][NH:26]4)[CH3:19])[C:8]([C:12]3[CH:13]=[N:14][CH:15]=[CH:16][CH:17]=3)=[N:9]2)=[CH:4][CH:3]=1. Reactant: [F:1][C:2]1[CH:11]=[C:10]2[C:5]([CH:6]=[C:7]([C@@H:18]([NH2:20])[CH3:19])[C:8]([C:12]3[CH:13]=[N:14][CH:15]=[CH:16][CH:17]=3)=[N:9]2)=[CH:4][CH:3]=1.Cl[C:22]1[N:30]=[CH:29][N:28]=[C:27]2[C:23]=1[NH:24][CH:25]=[N:26]2.CCN(C(C)C)C(C)C. (4) Reactant: [CH3:1]I.[H-].[Na+].[C:5]([CH2:7]P(=O)(OCC)OCC)#[N:6].O=[C:17]1[CH2:22][CH2:21][N:20]([C:23]([O:25][C:26]([CH3:29])([CH3:28])[CH3:27])=[O:24])[CH2:19][CH2:18]1. Product: [C:5]([C:7](=[C:17]1[CH2:22][CH2:21][N:20]([C:23]([O:25][C:26]([CH3:29])([CH3:28])[CH3:27])=[O:24])[CH2:19][CH2:18]1)[CH3:1])#[N:6]. The catalyst class is: 3. (5) Reactant: [CH:1]1([NH2:7])[CH2:6][CH2:5][CH2:4][CH2:3][CH2:2]1.[CH3:8][C:9]([OH:48])([C:11]1[CH:12]=[CH:13][CH:14]=[CH:15][C:16]=1[CH2:17][CH2:18][C@@H:19]([S:39][CH2:40][C:41]1([CH2:44][C:45]([OH:47])=[O:46])[CH2:43][CH2:42]1)[C:20]1[CH:21]=[CH:22][CH:23]=[C:24](/[CH:26]=[CH:27]/[C:28]2[CH:29]=[CH:30][C:31]3[CH:32]=[CH:33][C:34]([Cl:38])=[CH:35][C:36]=3[N:37]=2)[CH:25]=1)[CH3:10]. The catalyst class is: 13. Product: [CH3:10][C:9]([OH:48])([C:11]1[CH:12]=[CH:13][CH:14]=[CH:15][C:16]=1[CH2:17][CH2:18][C@@H:19]([S:39][CH2:40][C:41]1([CH2:44][C:45]([OH:47])=[O:46])[CH2:42][CH2:43]1)[C:20]1[CH:21]=[CH:22][CH:23]=[C:24](/[CH:26]=[CH:27]/[C:28]2[CH:29]=[CH:30][C:31]3[CH:32]=[CH:33][C:34]([Cl:38])=[CH:35][C:36]=3[N:37]=2)[CH:25]=1)[CH3:8].[CH:1]1([NH2:7])[CH2:6][CH2:5][CH2:4][CH2:3][CH2:2]1.